This data is from Reaction yield outcomes from USPTO patents with 853,638 reactions. The task is: Predict the reaction yield, written as a fraction of the theoretical maximum amount of product (1.0 means a 100% yield; for example, 0.34 means a 34% yield). (1) The reactants are [NH2:1][C:2]1[C:7]([C:8]2[N:30]([C:31]3[CH:36]=[CH:35][C:34]([C:37]4([NH:41]C(=O)OC(C)(C)C)[CH2:40][CH2:39][CH2:38]4)=[CH:33][CH:32]=3)[C:11]3=[N:12][C:13]([C:16]4[CH:21]=[CH:20][CH:19]=[C:18]([N:22]5[CH2:27][C@H:26]([CH3:28])[O:25][C@H:24]([CH3:29])[CH2:23]5)[CH:17]=4)=[CH:14][CH:15]=[C:10]3[N:9]=2)=[CH:6][CH:5]=[CH:4][N:3]=1.[ClH:49].O1CCOCC1. The catalyst is C(Cl)Cl. The product is [ClH:49].[ClH:49].[ClH:49].[NH2:41][C:37]1([C:34]2[CH:35]=[CH:36][C:31]([N:30]3[C:11]4=[N:12][C:13]([C:16]5[CH:21]=[CH:20][CH:19]=[C:18]([N:22]6[CH2:23][C@H:24]([CH3:29])[O:25][C@H:26]([CH3:28])[CH2:27]6)[CH:17]=5)=[CH:14][CH:15]=[C:10]4[N:9]=[C:8]3[C:7]3[C:2]([NH2:1])=[N:3][CH:4]=[CH:5][CH:6]=3)=[CH:32][CH:33]=2)[CH2:40][CH2:39][CH2:38]1. The yield is 0.947. (2) The reactants are F[B-](F)(F)F.C([O+](CC)CC)C.[C:13]([O:17][C:18](=[O:25])[NH:19][C@H:20]([C:22](=O)[NH2:23])[CH3:21])([CH3:16])([CH3:15])[CH3:14].[F:26][C:27]1[CH:28]=[C:29]([NH:34][C:35]2[CH:36]=[N:37][N:38]([CH3:40])[CH:39]=2)[C:30](N)=[CH:31][CH:32]=1. The catalyst is C(Cl)Cl. The product is [C:13]([O:17][C:18](=[O:25])[NH:19][C@H:20]([C:22]1[N:34]([C:35]2[CH:36]=[N:37][N:38]([CH3:40])[CH:39]=2)[C:29]2[CH:28]=[C:27]([F:26])[CH:32]=[CH:31][C:30]=2[N:23]=1)[CH3:21])([CH3:16])([CH3:15])[CH3:14]. The yield is 0.860. (3) The reactants are [OH-].[Li+].[Si:3]([O:10][C@@H:11]([C:29]1[CH:34]=[CH:33][CH:32]=[CH:31][C:30]=1[C:35]1[CH:40]=[CH:39][C:38]([Cl:41])=[CH:37][CH:36]=1)[CH:12]1[CH2:17][CH2:16][N:15]([C:18]2[CH:28]=[CH:27][C:21]([C:22]([O:24]CC)=[O:23])=[CH:20][CH:19]=2)[CH2:14][CH2:13]1)([C:6]([CH3:9])([CH3:8])[CH3:7])([CH3:5])[CH3:4]. The catalyst is C1COCC1.CO.O. The product is [Si:3]([O:10][C@@H:11]([C:29]1[CH:34]=[CH:33][CH:32]=[CH:31][C:30]=1[C:35]1[CH:40]=[CH:39][C:38]([Cl:41])=[CH:37][CH:36]=1)[CH:12]1[CH2:13][CH2:14][N:15]([C:18]2[CH:28]=[CH:27][C:21]([C:22]([OH:24])=[O:23])=[CH:20][CH:19]=2)[CH2:16][CH2:17]1)([C:6]([CH3:9])([CH3:8])[CH3:7])([CH3:5])[CH3:4]. The yield is 0.890. (4) The reactants are [Br:1][C:2]1[CH:3]=[C:4]([C:7](=O)[CH:8]=[CH:9][N:10](C)C)[S:5][CH:6]=1.O.[NH2:15]N. The catalyst is C(O)C. The product is [Br:1][C:2]1[CH:3]=[C:4]([C:7]2[CH:8]=[CH:9][NH:10][N:15]=2)[S:5][CH:6]=1. The yield is 0.940. (5) The reactants are [CH3:1][C:2]1[CH:11]=[CH:10][C:9]2[C:4](=[CH:5][CH:6]=[CH:7][C:8]=2[N:12]2[CH2:17][CH2:16][N:15]([CH2:18][CH2:19][C:20]3[CH:21]=[C:22]([CH:24]=[CH:25][CH:26]=3)[NH2:23])[CH2:14][CH2:13]2)[N:3]=1.[S:27]1[CH:31]=[CH:30][CH:29]=[C:28]1[CH2:32][C:33](Cl)=[O:34]. No catalyst specified. The product is [CH3:1][C:2]1[CH:11]=[CH:10][C:9]2[C:4](=[CH:5][CH:6]=[CH:7][C:8]=2[N:12]2[CH2:13][CH2:14][N:15]([CH2:18][CH2:19][C:20]3[CH:21]=[C:22]([NH:23][C:33](=[O:34])[CH2:32][C:28]4[S:27][CH:31]=[CH:30][CH:29]=4)[CH:24]=[CH:25][CH:26]=3)[CH2:16][CH2:17]2)[N:3]=1. The yield is 0.420. (6) The reactants are [CH2:1]([O:3][C:4](=[O:24])/[CH:5]=[CH:6]/[C:7]1[CH:8]=[CH:9][C:10]([C:14]2[CH:19]=[CH:18][CH:17]=[C:16]([C:20]([F:23])([F:22])[F:21])[CH:15]=2)=[N+:11]([O-])[CH:12]=1)[CH3:2].O=P(Cl)(Cl)[Cl:27]. No catalyst specified. The product is [Cl:27][C:12]1[C:7](/[CH:6]=[CH:5]/[C:4]([O:3][CH2:1][CH3:2])=[O:24])=[CH:8][CH:9]=[C:10]([C:14]2[CH:19]=[CH:18][CH:17]=[C:16]([C:20]([F:23])([F:22])[F:21])[CH:15]=2)[N:11]=1. The yield is 0.670.